From a dataset of Forward reaction prediction with 1.9M reactions from USPTO patents (1976-2016). Predict the product of the given reaction. (1) Given the reactants C(O[C:4]([C:6]1[C:7]2[N:8]=[CH:9][CH:10]=[N:11][C:12]=2[C:13]([C:16]2[C:21]([F:22])=[C:20]([O:23][CH3:24])[CH:19]=[C:18]([O:25][CH3:26])[C:17]=2[F:27])=[CH:14][CH:15]=1)=[O:5])C.[CH3:28][C:29]1([CH3:44])[N:34]([CH3:35])[CH2:33][CH2:32][N:31]([CH2:36][C:37]2[CH:38]=[CH:39][C:40]([NH2:43])=[N:41][CH:42]=2)[CH2:30]1.C([O-])(O)=O.[Na+].C(Cl)Cl, predict the reaction product. The product is: [CH3:28][C:29]1([CH3:44])[N:34]([CH3:35])[CH2:33][CH2:32][N:31]([CH2:36][C:37]2[CH:38]=[CH:39][C:40]([NH:43][C:4]([C:6]3[C:7]4[N:8]=[CH:9][CH:10]=[N:11][C:12]=4[C:13]([C:16]4[C:17]([F:27])=[C:18]([O:25][CH3:26])[CH:19]=[C:20]([O:23][CH3:24])[C:21]=4[F:22])=[CH:14][CH:15]=3)=[O:5])=[N:41][CH:42]=2)[CH2:30]1. (2) Given the reactants [OH-].[Na+].OO.[CH2:5]([O:8][CH2:9][CH2:10][N:11]([CH3:35])[C:12](=[O:34])[C:13]1[CH:18]=[CH:17][C:16]([CH2:19][CH2:20][S:21]([N:24]2[CH2:29][CH2:28][C:27]([NH2:32])([C:30]#[N:31])[CH2:26][CH2:25]2)(=[O:23])=[O:22])=[C:15]([CH3:33])[CH:14]=1)[CH:6]=[CH2:7].S([O-])([O-])=[O:37].[Na+].[Na+], predict the reaction product. The product is: [CH2:5]([O:8][CH2:9][CH2:10][N:11]([CH3:35])[C:12]([C:13]1[CH:18]=[CH:17][C:16]([CH2:19][CH2:20][S:21]([N:24]2[CH2:25][CH2:26][C:27]([NH2:32])([C:30]([NH2:31])=[O:37])[CH2:28][CH2:29]2)(=[O:22])=[O:23])=[C:15]([CH3:33])[CH:14]=1)=[O:34])[CH:6]=[CH2:7].